This data is from Peptide-MHC class II binding affinity with 134,281 pairs from IEDB. The task is: Regression. Given a peptide amino acid sequence and an MHC pseudo amino acid sequence, predict their binding affinity value. This is MHC class II binding data. (1) The peptide sequence is GVWTFDSEEPLQGPF. The MHC is DRB3_0101 with pseudo-sequence DRB3_0101. The binding affinity (normalized) is 0.729. (2) The peptide sequence is PSINDLDEVISNKFH. The MHC is DRB1_0901 with pseudo-sequence DRB1_0901. The binding affinity (normalized) is 0. (3) The peptide sequence is INEPTAAAIAYGCDR. The MHC is HLA-DQA10401-DQB10402 with pseudo-sequence HLA-DQA10401-DQB10402. The binding affinity (normalized) is 0.474. (4) The MHC is HLA-DQA10301-DQB10302 with pseudo-sequence HLA-DQA10301-DQB10302. The binding affinity (normalized) is 0.451. The peptide sequence is EKKNFAATQFEPLAA. (5) The peptide sequence is EVDMTPADALDDFDL. The MHC is HLA-DQA10301-DQB10302 with pseudo-sequence HLA-DQA10301-DQB10302. The binding affinity (normalized) is 0.759.